This data is from NCI-60 drug combinations with 297,098 pairs across 59 cell lines. The task is: Regression. Given two drug SMILES strings and cell line genomic features, predict the synergy score measuring deviation from expected non-interaction effect. (1) Cell line: HL-60(TB). Drug 1: C1C(C(OC1N2C=C(C(=O)NC2=O)F)CO)O. Synergy scores: CSS=41.8, Synergy_ZIP=-7.55, Synergy_Bliss=-8.57, Synergy_Loewe=-6.60, Synergy_HSA=-4.63. Drug 2: CC1C(C(CC(O1)OC2CC(CC3=C2C(=C4C(=C3O)C(=O)C5=C(C4=O)C(=CC=C5)OC)O)(C(=O)CO)O)N)O.Cl. (2) Drug 1: C1CCC(C1)C(CC#N)N2C=C(C=N2)C3=C4C=CNC4=NC=N3. Drug 2: C1=NC2=C(N=C(N=C2N1C3C(C(C(O3)CO)O)O)F)N. Cell line: NCIH23. Synergy scores: CSS=6.25, Synergy_ZIP=-4.45, Synergy_Bliss=-4.63, Synergy_Loewe=-5.72, Synergy_HSA=-5.26. (3) Synergy scores: CSS=-7.54, Synergy_ZIP=2.64, Synergy_Bliss=-0.0431, Synergy_Loewe=-3.54, Synergy_HSA=-2.70. Cell line: NCIH23. Drug 2: C1CNP(=O)(OC1)N(CCCl)CCCl. Drug 1: CN(C)C1=NC(=NC(=N1)N(C)C)N(C)C. (4) Drug 1: CC1C(C(CC(O1)OC2CC(CC3=C2C(=C4C(=C3O)C(=O)C5=C(C4=O)C(=CC=C5)OC)O)(C(=O)CO)O)N)O.Cl. Drug 2: CCC1=CC2CC(C3=C(CN(C2)C1)C4=CC=CC=C4N3)(C5=C(C=C6C(=C5)C78CCN9C7C(C=CC9)(C(C(C8N6C)(C(=O)OC)O)OC(=O)C)CC)OC)C(=O)OC.C(C(C(=O)O)O)(C(=O)O)O. Cell line: IGROV1. Synergy scores: CSS=34.1, Synergy_ZIP=1.76, Synergy_Bliss=-0.0765, Synergy_Loewe=-10.6, Synergy_HSA=-1.48. (5) Drug 1: CC1=C2C(C(=O)C3(C(CC4C(C3C(C(C2(C)C)(CC1OC(=O)C(C(C5=CC=CC=C5)NC(=O)OC(C)(C)C)O)O)OC(=O)C6=CC=CC=C6)(CO4)OC(=O)C)OC)C)OC. Drug 2: N.N.Cl[Pt+2]Cl. Cell line: 786-0. Synergy scores: CSS=62.9, Synergy_ZIP=13.7, Synergy_Bliss=14.4, Synergy_Loewe=-11.2, Synergy_HSA=14.5. (6) Drug 1: CCC1=CC2CC(C3=C(CN(C2)C1)C4=CC=CC=C4N3)(C5=C(C=C6C(=C5)C78CCN9C7C(C=CC9)(C(C(C8N6C)(C(=O)OC)O)OC(=O)C)CC)OC)C(=O)OC.C(C(C(=O)O)O)(C(=O)O)O. Drug 2: C#CCC(CC1=CN=C2C(=N1)C(=NC(=N2)N)N)C3=CC=C(C=C3)C(=O)NC(CCC(=O)O)C(=O)O. Cell line: SNB-75. Synergy scores: CSS=31.7, Synergy_ZIP=0.275, Synergy_Bliss=-0.149, Synergy_Loewe=0.499, Synergy_HSA=0.103. (7) Drug 1: CC1=C(C=C(C=C1)NC2=NC=CC(=N2)N(C)C3=CC4=NN(C(=C4C=C3)C)C)S(=O)(=O)N.Cl. Drug 2: C1C(C(OC1N2C=NC3=C(N=C(N=C32)Cl)N)CO)O. Cell line: U251. Synergy scores: CSS=4.83, Synergy_ZIP=-3.65, Synergy_Bliss=-3.17, Synergy_Loewe=-3.08, Synergy_HSA=-2.96. (8) Drug 1: CC1C(C(=O)NC(C(=O)N2CCCC2C(=O)N(CC(=O)N(C(C(=O)O1)C(C)C)C)C)C(C)C)NC(=O)C3=C4C(=C(C=C3)C)OC5=C(C(=O)C(=C(C5=N4)C(=O)NC6C(OC(=O)C(N(C(=O)CN(C(=O)C7CCCN7C(=O)C(NC6=O)C(C)C)C)C)C(C)C)C)N)C. Drug 2: C1=NC2=C(N1)C(=S)N=CN2. Cell line: A549. Synergy scores: CSS=30.2, Synergy_ZIP=-8.28, Synergy_Bliss=-3.78, Synergy_Loewe=-5.81, Synergy_HSA=-4.55.